This data is from Full USPTO retrosynthesis dataset with 1.9M reactions from patents (1976-2016). The task is: Predict the reactants needed to synthesize the given product. (1) Given the product [Cl:1][C:2]1[CH:3]=[C:4]([CH:9]([NH2:14])[C:10]([F:11])([F:12])[F:13])[CH:5]=[CH:6][C:7]=1[Cl:8], predict the reactants needed to synthesize it. The reactants are: [Cl:1][C:2]1[CH:3]=[C:4]([CH:9]([NH:14]CC2C=CC(OC)=C(OC)C=2)[C:10]([F:13])([F:12])[F:11])[CH:5]=[CH:6][C:7]=1[Cl:8].C(O)(C(F)(F)F)=O. (2) The reactants are: Br[CH2:2][C:3]([C:5]1[CH:10]=[CH:9][CH:8]=[CH:7][N:6]=1)=O.[Cl:11][C:12]1[CH:13]=[N:14][C:15]([NH:18][C:19]([NH2:21])=[S:20])=[N:16][CH:17]=1. Given the product [Cl:11][C:12]1[CH:13]=[N:14][C:15]([NH:18][C:19]2[S:20][CH:2]=[C:3]([C:5]3[CH:10]=[CH:9][CH:8]=[CH:7][N:6]=3)[N:21]=2)=[N:16][CH:17]=1, predict the reactants needed to synthesize it. (3) Given the product [C:14]([C:13]1[C:8]([C:5]2[CH:6]=[CH:7][C:2]([N:30]3[CH2:31][CH2:32][C@@H:28]([N:27]([CH3:33])[CH3:26])[CH2:29]3)=[N:3][CH:4]=2)=[N:9][C:10]([NH:16][C:17]2[CH:18]=[C:19]3[C:23](=[CH:24][CH:25]=2)[NH:22][N:21]=[CH:20]3)=[N:11][CH:12]=1)#[N:15], predict the reactants needed to synthesize it. The reactants are: Cl[C:2]1[CH:7]=[CH:6][C:5]([C:8]2[C:13]([C:14]#[N:15])=[CH:12][N:11]=[C:10]([NH:16][C:17]3[CH:18]=[C:19]4[C:23](=[CH:24][CH:25]=3)[NH:22][N:21]=[CH:20]4)[N:9]=2)=[CH:4][N:3]=1.[CH3:26][N:27]([CH3:33])[C@@H:28]1[CH2:32][CH2:31][NH:30][CH2:29]1. (4) Given the product [CH:1]1([C:4]2[CH:11]=[CH:10][C:9]([CH2:12][O:13][CH3:14])=[CH:8][C:5]=2[CH2:6][NH2:7])[CH2:2][CH2:3]1, predict the reactants needed to synthesize it. The reactants are: [CH:1]1([C:4]2[CH:11]=[CH:10][C:9]([CH2:12][O:13][CH3:14])=[CH:8][C:5]=2[C:6]#[N:7])[CH2:3][CH2:2]1.[H-].[H-].[H-].[H-].[Li+].[Al+3]. (5) Given the product [OH:38][C:29]1[N:30]=[C:31]([CH3:37])[C:32]2[C:27]([C:28]=1[CH2:3][C:4]1[C:5]([NH:16][CH2:17][CH2:18][NH:19][C:20](=[O:22])[CH3:21])=[N:6][C:7]3[C:12]([CH:13]=1)=[CH:11][C:10]([O:14][CH3:15])=[CH:9][CH:8]=3)=[CH:26][C:25]([O:24][CH3:23])=[C:34]([O:35][CH3:36])[CH:33]=2, predict the reactants needed to synthesize it. The reactants are: Cl.Cl[CH2:3][C:4]1[C:5]([NH:16][CH2:17][CH2:18][NH:19][C:20](=[O:22])[CH3:21])=[N:6][C:7]2[C:12]([CH:13]=1)=[CH:11][C:10]([O:14][CH3:15])=[CH:9][CH:8]=2.[CH3:23][O:24][C:25]1[CH:26]=[C:27]2[C:32](=[CH:33][C:34]=1[O:35][CH3:36])[C:31]([CH3:37])=[N:30][C:29]([OH:38])=[CH:28]2.[Li+].[OH-]. (6) Given the product [CH3:21][O:22][C:23](=[O:34])[C:24]1[CH:29]=[C:28]([C:30]#[N:31])[CH:27]=[CH:26][C:25]=1[CH2:32][N:9]1[CH:8]([C:3]2[C:2]([CH3:1])=[CH:7][CH:6]=[CH:5][N:4]=2)[CH2:13][CH2:12][CH2:11][CH:10]1[C:14]1[C:19]([CH3:20])=[CH:18][CH:17]=[CH:16][N:15]=1, predict the reactants needed to synthesize it. The reactants are: [CH3:1][C:2]1[C:3]([CH:8]2[CH2:13][CH2:12][CH2:11][CH:10]([C:14]3[C:19]([CH3:20])=[CH:18][CH:17]=[CH:16][N:15]=3)[NH:9]2)=[N:4][CH:5]=[CH:6][CH:7]=1.[CH3:21][O:22][C:23](=[O:34])[C:24]1[CH:29]=[C:28]([C:30]#[N:31])[CH:27]=[CH:26][C:25]=1[CH2:32]Br.CCN(C(C)C)C(C)C. (7) The reactants are: [Cl:1][C:2]1[C:7]([Cl:8])=[CH:6][CH:5]=[CH:4][C:3]=1[S:9]([NH:12][C:13]1[C:18]([O:19][CH3:20])=[N:17][C:16]([CH:21]=O)=[CH:15][N:14]=1)(=[O:11])=[O:10].[NH:23]1[CH2:28][CH2:27][O:26][CH2:25][CH2:24]1. Given the product [Cl:1][C:2]1[C:7]([Cl:8])=[CH:6][CH:5]=[CH:4][C:3]=1[S:9]([NH:12][C:13]1[C:18]([O:19][CH3:20])=[N:17][C:16]([CH2:21][N:23]2[CH2:28][CH2:27][O:26][CH2:25][CH2:24]2)=[CH:15][N:14]=1)(=[O:10])=[O:11], predict the reactants needed to synthesize it.